From a dataset of Reaction yield outcomes from USPTO patents with 853,638 reactions. Predict the reaction yield, written as a fraction of the theoretical maximum amount of product (1.0 means a 100% yield; for example, 0.34 means a 34% yield). The reactants are [O:1]1[CH2:6][CH:5]=[C:4]([C:7]2[CH:28]=[CH:27][C:10]3[C:11]4[N:15]([CH2:16][CH2:17][O:18][C:9]=3[CH:8]=2)[CH:14]=[C:13]([C:19]2[N:20]([CH:24]([CH3:26])[CH3:25])[N:21]=[CH:22][N:23]=2)[N:12]=4)[CH2:3][CH2:2]1. The catalyst is [OH-].[OH-].[Pd+2].C(OCC)(=O)C. The product is [CH:24]([N:20]1[C:19]([C:13]2[N:12]=[C:11]3[C:10]4[CH:27]=[CH:28][C:7]([CH:4]5[CH2:5][CH2:6][O:1][CH2:2][CH2:3]5)=[CH:8][C:9]=4[O:18][CH2:17][CH2:16][N:15]3[CH:14]=2)=[N:23][CH:22]=[N:21]1)([CH3:26])[CH3:25]. The yield is 0.710.